This data is from Forward reaction prediction with 1.9M reactions from USPTO patents (1976-2016). The task is: Predict the product of the given reaction. (1) Given the reactants [CH2:1]([NH:8][C:9](=[O:24])[N:10]([C:12]1[CH:17]=[CH:16][C:15]([S:18][C:19]([F:22])([F:21])[F:20])=[CH:14][C:13]=1[F:23])[CH3:11])[C:2]1[CH:7]=[CH:6][CH:5]=[CH:4][CH:3]=1.C(N(C(C)C)CC)(C)C.[F:34][C:35]1[CH:43]=[CH:42][CH:41]=[C:40]([F:44])[C:36]=1[C:37](Cl)=[O:38].C(OC)(C)(C)C, predict the reaction product. The product is: [CH2:1]([N:8]([C:37](=[O:38])[C:36]1[C:35]([F:34])=[CH:43][CH:42]=[CH:41][C:40]=1[F:44])[C:9]([N:10]([C:12]1[CH:17]=[CH:16][C:15]([S:18][C:19]([F:22])([F:21])[F:20])=[CH:14][C:13]=1[F:23])[CH3:11])=[O:24])[C:2]1[CH:3]=[CH:4][CH:5]=[CH:6][CH:7]=1. (2) Given the reactants [NH2:1][C:2]1[C:17]([F:18])=[CH:16][C:5]2[O:6][C:7]([F:15])([F:14])[C:8](=[O:13])[N:9]([CH2:10][C:11]#[CH:12])[C:4]=2[CH:3]=1.Cl[C:20]([O:22][CH2:23][CH3:24])=[O:21].CCOC(C)=O.CCCCCCC, predict the reaction product. The product is: [F:15][C:7]1([F:14])[C:8](=[O:13])[N:9]([CH2:10][C:11]#[CH:12])[C:4]2[CH:3]=[C:2]([NH:1][C:20](=[O:21])[O:22][CH2:23][CH3:24])[C:17]([F:18])=[CH:16][C:5]=2[O:6]1. (3) The product is: [F:1][C:2]1[CH:3]=[CH:4][C:5]([C:8]([OH:11])([CH2:12][CH3:13])[CH2:9][CH3:10])=[CH:6][CH:7]=1. Given the reactants [F:1][C:2]1[CH:7]=[CH:6][C:5]([C:8](=[O:11])[CH2:9][CH3:10])=[CH:4][CH:3]=1.[CH2:12]([Mg]Br)[CH3:13], predict the reaction product. (4) The product is: [F:10][C:4]1[CH:3]=[C:2]([C:45]2[CH:50]=[CH:49][N:48]=[C:47]3[NH:51][C:61]([C:59]4[CH:58]=[N:57][N:56]([CH3:55])[CH:60]=4)=[N:52][C:46]=23)[CH:7]=[CH:6][C:5]=1[CH2:8][NH2:9]. Given the reactants Br[C:2]1[CH:7]=[CH:6][C:5]([CH2:8][NH2:9])=[C:4]([F:10])[CH:3]=1.C(OC(OC(C)(C)C)=O)(OC(C)(C)C)=O.CC1(C)C(C)(C)OB(B2OC(C)(C)C(C)(C)O2)O1.Cl[C:45]1[CH:50]=[CH:49][N:48]=[C:47]([NH2:51])[C:46]=1[N+:52]([O-])=O.[CH3:55][N:56]1[CH:60]=[C:59]([CH:61]=O)[CH:58]=[N:57]1.OB(O)C1C=CC(C(O)=O)=CC=1.CC(C)(C)CCN, predict the reaction product. (5) Given the reactants [F:1][C:2]([F:7])([F:6])[C:3]([OH:5])=[O:4].C(OC(=O)[NH:14][CH2:15][C:16]1[CH:21]=[CH:20][C:19]([Cl:22])=[CH:18][C:17]=1[CH2:23][NH:24][C:25]([C@@H:27]1[CH2:31][CH2:30][CH2:29][N:28]1[C:32]([C:34]1([OH:43])[C:38]2[CH:39]=[N:40][CH:41]=[CH:42][C:37]=2[CH2:36][CH2:35]1)=[O:33])=[O:26])(C)(C)C, predict the reaction product. The product is: [F:1][C:2]([F:7])([F:6])[C:3]([OH:5])=[O:4].[F:1][C:2]([F:7])([F:6])[C:3]([OH:5])=[O:4].[NH2:14][CH2:15][C:16]1[CH:21]=[CH:20][C:19]([Cl:22])=[CH:18][C:17]=1[CH2:23][NH:24][C:25]([C@@H:27]1[CH2:31][CH2:30][CH2:29][N:28]1[C:32]([C:34]1([OH:43])[C:38]2[CH:39]=[N:40][CH:41]=[CH:42][C:37]=2[CH2:36][CH2:35]1)=[O:33])=[O:26]. (6) Given the reactants C[O:2][C:3]1[CH:4]=[C:5]([N:9]2[CH2:13][CH2:12][CH2:11][CH2:10]2)[CH:6]=[CH:7][CH:8]=1.B(Br)(Br)Br, predict the reaction product. The product is: [N:9]1([C:5]2[CH:4]=[C:3]([OH:2])[CH:8]=[CH:7][CH:6]=2)[CH2:10][CH2:11][CH2:12][CH2:13]1. (7) Given the reactants [F:1][C:2]1[CH:3]=[C:4]([N:18]2[CH2:22][C@H:21]([CH2:23][OH:24])[O:20][C:19]2=[O:25])[CH:5]=[CH:6][C:7]=1[N:8]1[CH2:13][CH2:12][N:11]([CH2:14][CH2:15][F:16])[C:10](=[O:17])[CH2:9]1.C(N(CC)CC)C.[CH3:33][S:34](Cl)(=[O:36])=[O:35], predict the reaction product. The product is: [F:1][C:2]1[CH:3]=[C:4]([N:18]2[CH2:22][C@H:21]([CH2:23][O:24][S:34]([CH3:33])(=[O:36])=[O:35])[O:20][C:19]2=[O:25])[CH:5]=[CH:6][C:7]=1[N:8]1[CH2:13][CH2:12][N:11]([CH2:14][CH2:15][F:16])[C:10](=[O:17])[CH2:9]1.